From a dataset of Reaction yield outcomes from USPTO patents with 853,638 reactions. Predict the reaction yield, written as a fraction of the theoretical maximum amount of product (1.0 means a 100% yield; for example, 0.34 means a 34% yield). The reactants are [CH2:1]([C:3]1[C:12]2[C:7](=[CH:8][C:9]([O:15][CH3:16])=[C:10]([O:13][CH3:14])[CH:11]=2)[CH:6]=[C:5]([OH:17])[N:4]=1)[CH3:2].[ClH:18].[CH2:19]([NH:26][C:27]1[C:36]([CH2:37][Cl:38])=[CH:35][C:34]2[C:29](=[CH:30][CH:31]=[C:32]([O:39][CH3:40])[CH:33]=2)[N:28]=1)[C:20]1[CH:25]=[CH:24][CH:23]=[CH:22][CH:21]=1.[Li+].[OH-]. The catalyst is C1COCC1.C(Cl)Cl. The product is [ClH:38].[ClH:18].[CH2:19]([NH:26][C:27]1[C:36]([CH2:37][C:6]2[C:7]3[C:12](=[CH:11][C:10]([O:13][CH3:14])=[C:9]([O:15][CH3:16])[CH:8]=3)[C:3]([CH2:1][CH3:2])=[N:4][C:5]=2[OH:17])=[CH:35][C:34]2[C:29](=[CH:30][CH:31]=[C:32]([O:39][CH3:40])[CH:33]=2)[N:28]=1)[C:20]1[CH:21]=[CH:22][CH:23]=[CH:24][CH:25]=1. The yield is 0.0900.